From a dataset of NCI-60 drug combinations with 297,098 pairs across 59 cell lines. Regression. Given two drug SMILES strings and cell line genomic features, predict the synergy score measuring deviation from expected non-interaction effect. (1) Drug 1: CC1CCC2CC(C(=CC=CC=CC(CC(C(=O)C(C(C(=CC(C(=O)CC(OC(=O)C3CCCCN3C(=O)C(=O)C1(O2)O)C(C)CC4CCC(C(C4)OC)O)C)C)O)OC)C)C)C)OC. Drug 2: CN(CC1=CN=C2C(=N1)C(=NC(=N2)N)N)C3=CC=C(C=C3)C(=O)NC(CCC(=O)O)C(=O)O. Cell line: OVCAR3. Synergy scores: CSS=50.0, Synergy_ZIP=2.16, Synergy_Bliss=-0.483, Synergy_Loewe=-22.8, Synergy_HSA=-4.36. (2) Drug 1: CC1=C(C=C(C=C1)NC2=NC=CC(=N2)N(C)C3=CC4=NN(C(=C4C=C3)C)C)S(=O)(=O)N.Cl. Drug 2: CN(CCCl)CCCl.Cl. Cell line: MALME-3M. Synergy scores: CSS=24.3, Synergy_ZIP=-1.57, Synergy_Bliss=5.82, Synergy_Loewe=4.47, Synergy_HSA=4.98.